Dataset: Full USPTO retrosynthesis dataset with 1.9M reactions from patents (1976-2016). Task: Predict the reactants needed to synthesize the given product. (1) Given the product [CH3:1][O:2][C:3](=[O:16])[CH2:4][CH2:5][C:6]([C:8]1[CH:13]=[CH:12][C:11]([O:14][CH:18]2[CH2:19][CH2:20][CH2:21][CH2:22][O:17]2)=[CH:10][C:9]=1[OH:15])=[O:7], predict the reactants needed to synthesize it. The reactants are: [CH3:1][O:2][C:3](=[O:16])[CH2:4][CH2:5][C:6]([C:8]1[CH:13]=[CH:12][C:11]([OH:14])=[CH:10][C:9]=1[OH:15])=[O:7].[O:17]1[CH:22]=[CH:21][CH2:20][CH2:19][CH2:18]1. (2) Given the product [CH3:1][O:2][C:3]1[CH:4]=[C:5]2[C:9](=[CH:10][CH:11]=1)[N:8]([CH3:12])[CH:7]=[C:6]2[C:13]1[N:23]([CH2:24][O:25][CH2:26][CH2:27][Si:28]([CH3:30])([CH3:29])[CH3:31])[C:16]2=[N:17][CH:18]=[C:19]([CH2:21][NH:22][CH:32]=[O:33])[N:20]=[C:15]2[CH:14]=1, predict the reactants needed to synthesize it. The reactants are: [CH3:1][O:2][C:3]1[CH:4]=[C:5]2[C:9](=[CH:10][CH:11]=1)[N:8]([CH3:12])[CH:7]=[C:6]2[C:13]1[N:23]([CH2:24][O:25][CH2:26][CH2:27][Si:28]([CH3:31])([CH3:30])[CH3:29])[C:16]2=[N:17][CH:18]=[C:19]([CH2:21][NH2:22])[N:20]=[C:15]2[CH:14]=1.[CH:32](OCC)=[O:33]. (3) Given the product [CH2:49]([CH:51]([CH2:69][CH2:70][CH2:71][CH3:72])[CH2:52][O:53][C:54]([C:55]1[C:56]([C:57]([O:59][CH2:60][CH:61]([CH2:66][CH3:67])[CH2:62][CH2:63][CH2:64][CH3:65])=[O:58])=[C:20]([C:21]2[S:36][CH:24]=[CH:23][CH:22]=2)[C:12]2=[N:11][S:10][N:9]=[C:8]2[C:6]=1[C:2]1[S:1][CH:5]=[CH:4][CH:3]=1)=[O:68])[CH3:50], predict the reactants needed to synthesize it. The reactants are: [S:1]1[CH:5]=[CH:4][CH:3]=[C:2]1[C:6]([C:8]1[N:9](C(C2SC=CC=2)=O)[S:10][NH:11][CH:12]=1)=O.[C:20]1(C)C=[CH:24][CH:23]=[CH:22][CH:21]=1.COC1C=CC(P2(SP(C3C=CC(OC)=CC=3)(=S)S2)=[S:36])=CC=1.[CH2:49]([CH:51]([CH2:69][CH2:70][CH2:71][CH3:72])[CH2:52][O:53][C:54](=[O:68])[C:55]#[C:56][C:57]([O:59][CH2:60][CH:61]([CH2:66][CH3:67])[CH2:62][CH2:63][CH2:64][CH3:65])=[O:58])[CH3:50]. (4) Given the product [Br:17][C:2]1[S:1][C:5]2[CH2:6][N:7]([C:10]([O:12][C:13]([CH3:16])([CH3:15])[CH3:14])=[O:11])[CH2:8][CH2:9][C:4]=2[CH:3]=1, predict the reactants needed to synthesize it. The reactants are: [S:1]1[C:5]2[CH2:6][N:7]([C:10]([O:12][C:13]([CH3:16])([CH3:15])[CH3:14])=[O:11])[CH2:8][CH2:9][C:4]=2[CH:3]=[CH:2]1.[Br:17]Br.C(N(CC)CC)C.C(OC(OC(C)(C)C)=O)(OC(C)(C)C)=O. (5) Given the product [Si:11]([O:28][CH2:29][C@@H:30]1[C:35](=[N:10][O:9][CH2:7][CH3:8])[CH2:34][CH2:33][CH2:32][O:31]1)([C:24]([CH3:27])([CH3:25])[CH3:26])([C:12]1[CH:17]=[CH:16][CH:15]=[CH:14][CH:13]=1)[C:18]1[CH:19]=[CH:20][CH:21]=[CH:22][CH:23]=1, predict the reactants needed to synthesize it. The reactants are: CC([O-])=O.[Na+].Cl.[CH2:7]([O:9][NH2:10])[CH3:8].[Si:11]([O:28][CH2:29][C@@H:30]1[C:35](=O)[CH2:34][CH2:33][CH2:32][O:31]1)([C:24]([CH3:27])([CH3:26])[CH3:25])([C:18]1[CH:23]=[CH:22][CH:21]=[CH:20][CH:19]=1)[C:12]1[CH:17]=[CH:16][CH:15]=[CH:14][CH:13]=1. (6) Given the product [N:13]1([C:8]([CH:3]2[CH2:4][CH2:5][CH2:6][CH2:7][C:2]2=[O:1])=[O:10])[CH2:18][CH2:17][CH2:16][CH2:15][CH2:14]1, predict the reactants needed to synthesize it. The reactants are: [O:1]=[C:2]1[CH2:7][CH2:6][CH2:5][CH2:4][CH:3]1[C:8]([O:10]CC)=O.[NH:13]1[CH2:18][CH2:17][CH2:16][CH2:15][CH2:14]1. (7) Given the product [CH:1]1([CH:6]([C:10]2[CH:15]=[CH:14][C:13]([CH2:16][N:17]3[C:22](=[O:23])[CH2:21][O:20][C:19]([C:24]4[CH:29]=[CH:28][CH:27]=[CH:26][CH:25]=4)=[N:18]3)=[CH:12][CH:11]=2)[C:7]([NH:37][C:38]2[CH:46]=[CH:45][CH:44]=[C:43]3[C:39]=2[CH2:40][CH:41]([C:47]([O:49][CH3:50])=[O:48])[CH2:42]3)=[O:8])[CH2:5][CH2:4][CH2:3][CH2:2]1, predict the reactants needed to synthesize it. The reactants are: [CH:1]1([CH:6]([C:10]2[CH:15]=[CH:14][C:13]([CH2:16][N:17]3[C:22](=[O:23])[CH2:21][O:20][C:19]([C:24]4[CH:29]=[CH:28][CH:27]=[CH:26][CH:25]=4)=[N:18]3)=[CH:12][CH:11]=2)[C:7](Cl)=[O:8])[CH2:5][CH2:4][CH2:3][CH2:2]1.C(N(CC)CC)C.[NH2:37][C:38]1[CH:46]=[CH:45][CH:44]=[C:43]2[C:39]=1[CH2:40][CH:41]([C:47]([O:49][CH3:50])=[O:48])[CH2:42]2.O. (8) Given the product [CH3:1][O:2][C:3]([C:5]1[CH:6]=[C:7]([CH:11]2[CH2:15][CH2:14][N:13]([C:16]([O:18][C:19]([CH3:22])([CH3:21])[CH3:20])=[O:17])[CH2:12]2)[CH:8]=[CH:9][CH:10]=1)=[O:4], predict the reactants needed to synthesize it. The reactants are: [CH3:1][O:2][C:3]([C:5]1[CH:6]=[C:7]([C:11]2[CH2:12][N:13]([C:16]([O:18][C:19]([CH3:22])([CH3:21])[CH3:20])=[O:17])[CH2:14][CH:15]=2)[CH:8]=[CH:9][CH:10]=1)=[O:4]. (9) The reactants are: [Cl:1][C:2]1[CH:21]=[CH:20][C:5]([CH:6]=[C:7]2[CH2:12][CH2:11][N:10]([C:13]([O:15][C:16]([CH3:19])([CH3:18])[CH3:17])=[O:14])[CH2:9][CH2:8]2)=[CH:4][C:3]=1F.Br[CH2:24][C:25]1[CH:30]=[CH:29][C:28]([Cl:31])=[CH:27][C:26]=1[F:32].Cl. Given the product [Cl:1][C:2]1[CH:21]=[CH:20][C:5]([CH:6]=[C:7]2[CH2:12][CH2:11][N:10]([C:13]([O:15][C:16]([CH3:19])([CH3:18])[CH3:17])=[O:14])[CH2:9][CH2:8]2)=[C:4]([F:32])[CH:3]=1.[ClH:31].[Cl:31][C:28]1[CH:29]=[CH:30][C:25]([CH:24]=[C:7]2[CH2:12][CH2:11][NH:10][CH2:9][CH2:8]2)=[C:26]([F:32])[CH:27]=1, predict the reactants needed to synthesize it. (10) Given the product [ClH:36].[NH2:8][C:9]1[C:10]([N:15]2[CH2:19][CH2:18][NH:17][C:16]2=[O:27])=[N:11][N:12]([CH3:14])[CH:13]=1, predict the reactants needed to synthesize it. The reactants are: C(OC([NH:8][C:9]1[C:10]([N:15]2[CH2:19][CH2:18][N:17](C(OC(C)(C)C)=O)[C:16]2=[O:27])=[N:11][N:12]([CH3:14])[CH:13]=1)=O)(C)(C)C.C(OCC)(=O)C.CO.[ClH:36].